This data is from Peptide-MHC class I binding affinity with 185,985 pairs from IEDB/IMGT. The task is: Regression. Given a peptide amino acid sequence and an MHC pseudo amino acid sequence, predict their binding affinity value. This is MHC class I binding data. (1) The peptide sequence is IAEFVKENER. The MHC is HLA-A33:01 with pseudo-sequence HLA-A33:01. The binding affinity (normalized) is 0.203. (2) The peptide sequence is MTMITPPTF. The MHC is HLA-A32:07 with pseudo-sequence HLA-A32:07. The binding affinity (normalized) is 0.787. (3) The peptide sequence is DFWRLYNSLK. The MHC is HLA-A03:01 with pseudo-sequence HLA-A03:01. The binding affinity (normalized) is 0.315. (4) The peptide sequence is YMREVGAAL. The MHC is HLA-B57:01 with pseudo-sequence HLA-B57:01. The binding affinity (normalized) is 0.0847. (5) The peptide sequence is IQAVFGFSL. The MHC is HLA-A80:01 with pseudo-sequence HLA-A80:01. The binding affinity (normalized) is 0.0847. (6) The peptide sequence is YLLEMLWRL. The MHC is HLA-A33:01 with pseudo-sequence HLA-A33:01. The binding affinity (normalized) is 0.376. (7) The peptide sequence is ERYPGGVSL. The MHC is HLA-A24:03 with pseudo-sequence HLA-A24:03. The binding affinity (normalized) is 0.0847.